This data is from Forward reaction prediction with 1.9M reactions from USPTO patents (1976-2016). The task is: Predict the product of the given reaction. (1) Given the reactants [Cl:1][C:2]1[CH:7]=[C:6]([Cl:8])[CH:5]=[CH:4][C:3]=1B(O)O.Br[C:13]1[CH:20]=[CH:19][C:16]([C:17]#[N:18])=[C:15]([F:21])[CH:14]=1.C(=O)([O-])[O-].[Na+].[Na+].C1(C)C=CC=CC=1, predict the reaction product. The product is: [F:21][C:15]1[CH:14]=[C:13]([C:3]2[CH:4]=[CH:5][C:6]([Cl:8])=[CH:7][C:2]=2[Cl:1])[CH:20]=[CH:19][C:16]=1[C:17]#[N:18]. (2) The product is: [CH2:29]1[O:39][C:38]2[CH:37]=[CH:36][C:33]([CH2:34][O:16][C:15](=[O:17])[C@H:14]([NH:13][S:10]([C:6]3[C:7]([CH3:9])=[CH:8][C:3]([O:2][CH3:1])=[C:4]([CH3:22])[C:5]=3[CH3:21])(=[O:11])=[O:12])[C@@H:18]([OH:20])[CH3:19])=[CH:32][C:31]=2[O:30]1. Given the reactants [CH3:1][O:2][C:3]1[CH:8]=[C:7]([CH3:9])[C:6]([S:10]([NH:13][C@H:14]([C@@H:18]([OH:20])[CH3:19])[C:15]([OH:17])=[O:16])(=[O:12])=[O:11])=[C:5]([CH3:21])[C:4]=1[CH3:22].C(=O)([O-])[O-].[K+].[K+].[CH2:29]1[O:39][C:38]2[CH:37]=[CH:36][C:33]([CH2:34]Cl)=[CH:32][C:31]=2[O:30]1.[I-].[Li+], predict the reaction product. (3) Given the reactants [CH2:1]([O:3][C:4]#[CH:5])[CH3:2].[Li]CCCC.[CH3:11][C:12]([CH3:19])([CH2:16][CH:17]=[CH2:18])[C:13](=[O:15])[CH3:14].[NH4+].[Cl-], predict the reaction product. The product is: [CH2:4]([O:3][C:1]#[C:2][C:13]([CH3:14])([OH:15])[C:12]([CH3:19])([CH3:11])[CH2:16][CH:17]=[CH2:18])[CH3:5]. (4) Given the reactants [CH3:1][C:2]1[CH:24]=[CH:23][CH:22]=[C:21]([CH3:25])[C:3]=1[CH2:4][O:5][C:6]1[CH:7]=[C:8]([C:12](=[O:20])[CH:13]=[CH:14][C:15]([O:17]CC)=[O:16])[CH:9]=[CH:10][CH:11]=1.[OH-].[Na+], predict the reaction product. The product is: [CH3:25][C:21]1[CH:22]=[CH:23][CH:24]=[C:2]([CH3:1])[C:3]=1[CH2:4][O:5][C:6]1[CH:7]=[C:8]([C:12](=[O:20])[CH:13]=[CH:14][C:15]([OH:17])=[O:16])[CH:9]=[CH:10][CH:11]=1.